From a dataset of Full USPTO retrosynthesis dataset with 1.9M reactions from patents (1976-2016). Predict the reactants needed to synthesize the given product. (1) The reactants are: C(OC([NH:7][C@@H:8]([CH:72]([CH3:74])[CH3:73])[C:9]([NH:11][C@@H:12]([CH3:71])[C:13]([NH:15][C:16]1[CH:21]=[CH:20][C:19]([C:22]2[CH2:23][C@H:24]3[CH:30]=[N:29][C:28]4[CH:31]=[C:32]([O:37][CH2:38][CH2:39][CH2:40][O:41][C:42]5[C:43]([O:67][CH3:68])=[CH:44][C:45]6[C:51](=[O:52])[N:50]7[CH:53]=[C:54]([C:56]8[CH:65]=[CH:64][C:59]([C:60]([O:62][CH3:63])=[O:61])=[CH:58][CH:57]=8)[CH2:55][C@H:49]7[CH:48]=[N:47][C:46]=6[CH:66]=5)[C:33]([O:35][CH3:36])=[CH:34][C:27]=4[C:26](=[O:69])[N:25]3[CH:70]=2)=[CH:18][CH:17]=1)=[O:14])=[O:10])=O)C=C.N1CCCC1. Given the product [NH2:7][C@@H:8]([CH:72]([CH3:74])[CH3:73])[C:9]([NH:11][C@@H:12]([CH3:71])[C:13]([NH:15][C:16]1[CH:17]=[CH:18][C:19]([C:22]2[CH2:23][C@H:24]3[CH:30]=[N:29][C:28]4[CH:31]=[C:32]([O:37][CH2:38][CH2:39][CH2:40][O:41][C:42]5[C:43]([O:67][CH3:68])=[CH:44][C:45]6[C:51](=[O:52])[N:50]7[CH:53]=[C:54]([C:56]8[CH:57]=[CH:58][C:59]([C:60]([O:62][CH3:63])=[O:61])=[CH:64][CH:65]=8)[CH2:55][C@H:49]7[CH:48]=[N:47][C:46]=6[CH:66]=5)[C:33]([O:35][CH3:36])=[CH:34][C:27]=4[C:26](=[O:69])[N:25]3[CH:70]=2)=[CH:20][CH:21]=1)=[O:14])=[O:10], predict the reactants needed to synthesize it. (2) Given the product [Cl:1][C:2]1[CH:7]=[CH:6][CH:5]=[C:4]([Cl:8])[C:3]=1[N:9]1[C:18]2[C:13](=[C:14]([C:29]3[CH:34]=[CH:33][CH:32]=[CH:31][C:30]=3[Cl:35])[CH:15]=[C:16]([CH:19]3[CH2:20][CH2:21][C:22](=[O:23])[CH2:27][CH2:28]3)[CH:17]=2)[CH2:12][NH:11][C:10]1=[O:36], predict the reactants needed to synthesize it. The reactants are: [Cl:1][C:2]1[CH:7]=[CH:6][CH:5]=[C:4]([Cl:8])[C:3]=1[N:9]1[C:18]2[C:13](=[C:14]([C:29]3[CH:34]=[CH:33][CH:32]=[CH:31][C:30]=3[Cl:35])[CH:15]=[C:16]([CH:19]3[CH2:28][CH2:27][C:22]4(OCC[O:23]4)[CH2:21][CH2:20]3)[CH:17]=2)[CH2:12][NH:11][C:10]1=[O:36]. (3) Given the product [ClH:48].[F:37][C:38]1[CH:43]=[CH:42][C:41]([F:44])=[CH:40][C:39]=1[C:8]1[CH:7]=[CH:6][C:5]2[C:10](=[CH:11][CH:12]=[C:3]([O:2][CH3:1])[CH:4]=2)[C:9]=1[O:13][C:14]1[CH:19]=[CH:18][C:17]([O:20][CH2:21][CH2:22][N:23]2[CH2:24][CH2:25][CH2:26][CH2:27][CH2:28]2)=[CH:16][CH:15]=1, predict the reactants needed to synthesize it. The reactants are: [CH3:1][O:2][C:3]1[CH:4]=[C:5]2[C:10](=[CH:11][CH:12]=1)[C:9]([O:13][C:14]1[CH:19]=[CH:18][C:17]([O:20][CH2:21][CH2:22][N:23]3[CH2:28][CH2:27][CH2:26][CH2:25][CH2:24]3)=[CH:16][CH:15]=1)=[C:8](OS(C(F)(F)F)(=O)=O)[CH:7]=[CH:6]2.[F:37][C:38]1[CH:43]=[CH:42][C:41]([F:44])=[CH:40][C:39]=1B(O)O.[Cl:48]CCl.[F-].[Cs+].